From a dataset of Full USPTO retrosynthesis dataset with 1.9M reactions from patents (1976-2016). Predict the reactants needed to synthesize the given product. (1) Given the product [C:16]([S@@:14]([N:13]1[CH2:2][CH2:3][CH2:4][C@@H:5]1[C:6]1[CH:7]=[N:8][CH:9]=[C:10]([F:12])[CH:11]=1)=[O:15])([CH3:19])([CH3:18])[CH3:17], predict the reactants needed to synthesize it. The reactants are: Cl[CH2:2][CH2:3][CH2:4]/[C:5](=[N:13]/[S@:14]([C:16]([CH3:19])([CH3:18])[CH3:17])=[O:15])/[C:6]1[CH:7]=[N:8][CH:9]=[C:10]([F:12])[CH:11]=1.[Li+].[B-](CC)(CC)CC. (2) Given the product [OH:30][C@@H:27]1[CH2:28][CH2:29][N:25]([CH2:42][CH2:41][CH2:40][O:43][C:21]2[CH:22]=[C:17]([C:14]3[CH:13]=[CH:12][CH:11]=[CH:16][CH:15]=3)[CH:18]=[CH:19][C:20]=2[C:23]#[N:24])[CH2:26]1, predict the reactants needed to synthesize it. The reactants are: N[C@@H]1CCN(CCCO[C:11]2[CH:16]=[CH:15][C:14]([C:17]3[CH:22]=[CH:21][C:20]([C:23]#[N:24])=[CH:19][CH:18]=3)=[CH:13][CH:12]=2)C1.[NH:25]1[CH2:29][CH2:28][C@@H:27]([OH:30])[CH2:26]1.C(=O)([O-])[O-].[K+].[K+].[I-].[K+].C[C:40](=[O:43])[CH2:41][CH3:42]. (3) Given the product [CH3:28][O:27][C:25]([C:20]1([C:18]([OH:17])=[O:19])[C:21]2([CH2:23][CH2:24]2)[CH2:22]1)=[O:26], predict the reactants needed to synthesize it. The reactants are: Cl.COC(C1(N)C2(CCC2)C1)=O.C([O:17][C:18]([C:20]1([C:25]([O:27][C:28](C)(C)C)=[O:26])[CH2:22][CH:21]1[CH2:23][CH3:24])=[O:19])(C)(C)C.[OH-].[K+]. (4) Given the product [NH2:25][O:24][CH:4]([CH2:5][CH2:6][CH2:7][C@H:8]1[C@@H:16]2[C@@H:11]([NH:12][C:13]([NH:15]2)=[O:14])[CH2:10][S:9]1)[C:2](=[O:1])[OH:3], predict the reactants needed to synthesize it. The reactants are: [OH:1][C:2]([CH2:4][CH2:5][CH2:6][CH2:7][C@H:8]1[C@@H:16]2[C@@H:11]([NH:12][C:13]([NH:15]2)=[O:14])[CH2:10][S:9]1)=[O:3].CN(C([O:24][N:25]1N=NC2C=CC=CC1=2)=[N+](C)C)C.F[P-](F)(F)(F)(F)F.CCN(C(C)C)C(C)C.C(O)(C(F)(F)F)=O.